Dataset: Reaction yield outcomes from USPTO patents with 853,638 reactions. Task: Predict the reaction yield, written as a fraction of the theoretical maximum amount of product (1.0 means a 100% yield; for example, 0.34 means a 34% yield). (1) The reactants are [F:1][C:2]1[CH:7]=[CH:6][C:5]([C@:8]2([CH2:32][C:33]([CH3:37])([CH3:36])[C:34]#[N:35])[O:13][C:12](=[O:14])[N:11]([C@H:15]([C:17]3[CH:22]=[CH:21][C:20](B4OC(C)(C)C(C)(C)O4)=[CH:19][CH:18]=3)[CH3:16])[CH2:10][CH2:9]2)=[CH:4][CH:3]=1.I[C:39]1[CH:44]=[CH:43][N:42]([CH3:45])[C:41](=[O:46])[CH:40]=1.C([O-])([O-])=O.[Cs+].[Cs+]. The catalyst is O1CCOCC1.Cl[Pd](Cl)([P](C1C=CC=CC=1)(C1C=CC=CC=1)C1C=CC=CC=1)[P](C1C=CC=CC=1)(C1C=CC=CC=1)C1C=CC=CC=1. The product is [F:1][C:2]1[CH:3]=[CH:4][C:5]([C@:8]2([CH2:32][C:33]([CH3:37])([CH3:36])[C:34]#[N:35])[O:13][C:12](=[O:14])[N:11]([C@H:15]([C:17]3[CH:22]=[CH:21][C:20]([C:39]4[CH:44]=[CH:43][N:42]([CH3:45])[C:41](=[O:46])[CH:40]=4)=[CH:19][CH:18]=3)[CH3:16])[CH2:10][CH2:9]2)=[CH:6][CH:7]=1. The yield is 0.660. (2) The reactants are [Cl:1][C:2]1[CH:3]=[C:4]([S:8]([NH:11][C:12]2[CH:20]=[CH:19][C:15]([C:16]([OH:18])=[O:17])=[C:14]([OH:21])[CH:13]=2)(=[O:10])=[O:9])[S:5][C:6]=1[Cl:7].[C:22]1(O)[CH:27]=[CH:26][CH:25]=[CH:24][CH:23]=1. No catalyst specified. The product is [Cl:1][C:2]1[CH:3]=[C:4]([S:8]([NH:11][C:12]2[CH:20]=[CH:19][C:15]([C:16]([O:18][C:22]3[CH:27]=[CH:26][CH:25]=[CH:24][CH:23]=3)=[O:17])=[C:14]([OH:21])[CH:13]=2)(=[O:9])=[O:10])[S:5][C:6]=1[Cl:7]. The yield is 0.750. (3) The reactants are O[Li].O.[Cl:4][C:5]1[CH:6]=[C:7]([C:12]2([C:30]([F:33])([F:32])[F:31])[O:16][N:15]=[C:14]([C:17]3[S:29][C:20]4=[N:21][CH:22]=[C:23]([C:25]([O:27]C)=[O:26])[CH:24]=[C:19]4[CH:18]=3)[CH2:13]2)[CH:8]=[C:9]([Cl:11])[CH:10]=1.Cl. The catalyst is O.C1COCC1. The product is [Cl:11][C:9]1[CH:8]=[C:7]([C:12]2([C:30]([F:32])([F:31])[F:33])[O:16][N:15]=[C:14]([C:17]3[S:29][C:20]4=[N:21][CH:22]=[C:23]([C:25]([OH:27])=[O:26])[CH:24]=[C:19]4[CH:18]=3)[CH2:13]2)[CH:6]=[C:5]([Cl:4])[CH:10]=1. The yield is 0.739.